From a dataset of Reaction yield outcomes from USPTO patents with 853,638 reactions. Predict the reaction yield, written as a fraction of the theoretical maximum amount of product (1.0 means a 100% yield; for example, 0.34 means a 34% yield). The reactants are [CH2:1]([NH2:4])[C:2]#[CH:3].[F:5][C:6]1[C:7]([NH:20][C:21]2[CH:26]=[CH:25][C:24](I)=[CH:23][C:22]=2[F:28])=[C:8]([CH:16]=[CH:17][C:18]=1[F:19])[C:9]([NH:11][O:12][CH2:13][CH2:14][OH:15])=[O:10]. No catalyst specified. The product is [NH2:4][CH2:1][C:2]#[C:3][C:24]1[CH:25]=[CH:26][C:21]([NH:20][C:7]2[C:6]([F:5])=[C:18]([F:19])[CH:17]=[CH:16][C:8]=2[C:9]([NH:11][O:12][CH2:13][CH2:14][OH:15])=[O:10])=[C:22]([F:28])[CH:23]=1. The yield is 1.00.